From a dataset of Catalyst prediction with 721,799 reactions and 888 catalyst types from USPTO. Predict which catalyst facilitates the given reaction. (1) Reactant: Br[C:2]1[CH:3]=[C:4]([CH:8]=[CH:9][C:10]2[CH:15]=[CH:14][C:13]([O:16][CH2:17][C:18]([O:20]CC)=[O:19])=[C:12]([CH3:23])[CH:11]=2)[CH:5]=[CH:6][CH:7]=1.C([O-])([O-])=O.[Na+].[Na+].[F:30][C:31]([F:42])([F:41])[C:32]1[CH:37]=[CH:36][C:35](B(O)O)=[CH:34][CH:33]=1.O. Product: [CH3:23][C:12]1[CH:11]=[C:10]([CH:9]=[CH:8][C:4]2[CH:3]=[C:2]([C:35]3[CH:36]=[CH:37][C:32]([C:31]([F:42])([F:41])[F:30])=[CH:33][CH:34]=3)[CH:7]=[CH:6][CH:5]=2)[CH:15]=[CH:14][C:13]=1[O:16][CH2:17][C:18]([OH:20])=[O:19]. The catalyst class is: 104. (2) Reactant: [NH2:1][C:2]1[CH:3]=[C:4]([CH:21]=[CH:22][C:23]=1[CH3:24])[C:5]([N:7]1[CH2:12][CH2:11][CH:10]([C:13]2[CH:20]=[CH:19][C:16]([C:17]#[N:18])=[CH:15][CH:14]=2)[CH2:9][CH2:8]1)=[O:6].C(N(CC)CC)C.[C:32](Cl)(Cl)=[O:33].[C:36]([NH:44][NH2:45])(=[O:43])[C:37]1[CH:42]=[CH:41][N:40]=[CH:39][CH:38]=1. Product: [C:17]([C:16]1[CH:15]=[CH:14][C:13]([CH:10]2[CH2:9][CH2:8][N:7]([C:5]([C:4]3[CH:21]=[CH:22][C:23]([CH3:24])=[C:2]([NH:1][C:32]([NH:45][NH:44][C:36](=[O:43])[C:37]4[CH:42]=[CH:41][N:40]=[CH:39][CH:38]=4)=[O:33])[CH:3]=3)=[O:6])[CH2:12][CH2:11]2)=[CH:20][CH:19]=1)#[N:18]. The catalyst class is: 2. (3) Reactant: [CH2:1]([C:3]([C:22]1[CH:27]=[CH:26][C:25]([OH:28])=[C:24]([CH3:29])[CH:23]=1)([C:6]1[CH:11]=[CH:10][C:9](/[C:12](/[CH3:20])=[CH:13]/[C:14]([CH2:18][CH3:19])([OH:17])[CH2:15][CH3:16])=[C:8]([CH3:21])[CH:7]=1)[CH2:4][CH3:5])[CH3:2].C([O-])([O-])=O.[K+].[K+].C1(C)C(S([CH2:45][C@H:46]2[O:50][C:49](=[O:51])[CH2:48][CH2:47]2)(=O)=O)=CC=CC=1.C([O-])(O)=O.[Na+]. Product: [CH2:1]([C:3]([C:22]1[CH:27]=[CH:26][C:25]([O:28][CH2:45][C@H:46]2[O:50][C:49](=[O:51])[CH2:48][CH2:47]2)=[C:24]([CH3:29])[CH:23]=1)([C:6]1[CH:11]=[CH:10][C:9](/[C:12](/[CH3:20])=[CH:13]/[C:14]([CH2:15][CH3:16])([OH:17])[CH2:18][CH3:19])=[C:8]([CH3:21])[CH:7]=1)[CH2:4][CH3:5])[CH3:2]. The catalyst class is: 3.